Predict the reactants needed to synthesize the given product. From a dataset of Full USPTO retrosynthesis dataset with 1.9M reactions from patents (1976-2016). (1) Given the product [CH2:1]([NH:8][C:16](=[O:19])[CH:17]=[CH2:18])[C:2]1[CH:7]=[CH:6][CH:5]=[CH:4][CH:3]=1, predict the reactants needed to synthesize it. The reactants are: [CH2:1]([NH2:8])[C:2]1[CH:7]=[CH:6][CH:5]=[CH:4][CH:3]=1.C(N(CC)CC)C.[C:16](Cl)(=[O:19])[CH:17]=[CH2:18]. (2) Given the product [NH:10]1[C:11]2[C:17](=[O:18])[CH2:16][NH:15][C:14](=[O:19])[NH:13][C:12]=2[N:8]=[CH:9]1, predict the reactants needed to synthesize it. The reactants are: C([N:8]1[C:12]2[NH:13][C:14](=[O:19])[NH:15][CH2:16][C:17](=[O:18])[C:11]=2[N:10]=[CH:9]1)C1C=CC=CC=1. (3) Given the product [C:14]([O:18][C:19](=[O:25])[NH:20][CH2:21][CH2:22][CH2:23][O:1][C:2]1[C:11]2[CH2:10][CH2:9][CH2:8][CH2:7][C:6]=2[C:5]([CH:12]=[O:13])=[CH:4][CH:3]=1)([CH3:17])([CH3:16])[CH3:15], predict the reactants needed to synthesize it. The reactants are: [OH:1][C:2]1[C:11]2[CH2:10][CH2:9][CH2:8][CH2:7][C:6]=2[C:5]([CH:12]=[O:13])=[CH:4][CH:3]=1.[C:14]([O:18][C:19](=[O:25])[NH:20][CH2:21][CH2:22][CH2:23]Br)([CH3:17])([CH3:16])[CH3:15].C(=O)([O-])[O-].[K+].[K+].O. (4) Given the product [CH3:8][C@H:6]1[CH2:7][N:2]([CH3:1])[C@H:3]([CH3:18])[CH2:4][N:5]1[C:9]1[CH:10]=[CH:11][C:12]([NH2:15])=[CH:13][CH:14]=1, predict the reactants needed to synthesize it. The reactants are: [CH3:1][N:2]1[CH2:7][C@@H:6]([CH3:8])[N:5]([C:9]2[CH:14]=[CH:13][C:12]([N+:15]([O-])=O)=[CH:11][CH:10]=2)[CH2:4][C@@H:3]1[CH3:18]. (5) Given the product [CH3:11][O:12][C:13]1[C:26]2[C:17](=[C:18]3[C:23](=[CH:24][C:25]=2[O:27][CH2:28][CH2:29][O:30][CH3:31])[CH:22]=[CH:21][CH:20]=[N:19]3)[N:16]=[C:15]([CH:32]=[O:33])[CH:14]=1, predict the reactants needed to synthesize it. The reactants are: C(Cl)(=O)C(Cl)=O.CS(C)=O.[CH3:11][O:12][C:13]1[C:26]2[C:17](=[C:18]3[C:23](=[CH:24][C:25]=2[O:27][CH2:28][CH2:29][O:30][CH3:31])[CH:22]=[CH:21][CH:20]=[N:19]3)[N:16]=[C:15]([CH2:32][OH:33])[CH:14]=1.C(N(CC)CC)C. (6) Given the product [NH2:7][CH2:8][C:9]1[C:10]([CH3:31])=[CH:11][C:12]([N:16]([CH3:17])[CH3:24])=[N:13][C:14]=1[CH3:15], predict the reactants needed to synthesize it. The reactants are: [H-].[H-].[H-].[H-].[Li+].[Al+3].[NH2:7][CH2:8][C:9]1[C:10]([CH3:31])=[CH:11][C:12]([N:16]([C:24](OC(C)(C)C)=O)[C:17](=O)OC(C)(C)C)=[N:13][C:14]=1[CH3:15]. (7) Given the product [Cl:22][C:16]1[CH:17]=[C:18]([Cl:21])[CH:19]=[CH:20][C:15]=1[CH:5]1[N:6]=[C:7]([C:9]2[N:14]=[CH:13][CH:12]=[CH:11][N:10]=2)[NH:8][C:3]([CH2:2][N:29]2[CH2:34][CH2:33][O:32][CH:31]([C:35]([OH:37])=[O:36])[CH2:30]2)=[C:4]1[C:23]([O:25][CH2:26][CH3:27])=[O:24], predict the reactants needed to synthesize it. The reactants are: Br[CH2:2][C:3]1[NH:8][C:7]([C:9]2[N:14]=[CH:13][CH:12]=[CH:11][N:10]=2)=[N:6][CH:5]([C:15]2[CH:20]=[CH:19][C:18]([Cl:21])=[CH:17][C:16]=2[Cl:22])[C:4]=1[C:23]([O:25][CH2:26][CH3:27])=[O:24].Cl.[NH:29]1[CH2:34][CH2:33][O:32][CH:31]([C:35]([OH:37])=[O:36])[CH2:30]1. (8) Given the product [C:19]([O:18][C:16](=[O:17])[NH:15][CH:12]1[CH2:13][CH2:14][N:10]([C:8]2[CH:7]=[N:6][C:5]([O:23][C:24]3[CH:25]=[CH:26][C:27]([O:30][C:31]4[CH:36]=[CH:35][CH:34]=[C:33]([F:37])[CH:32]=4)=[CH:28][CH:29]=3)=[C:4]([C:3](=[O:38])[NH2:39])[CH:9]=2)[CH2:11]1)([CH3:20])([CH3:22])[CH3:21], predict the reactants needed to synthesize it. The reactants are: CO[C:3](=[O:38])[C:4]1[CH:9]=[C:8]([N:10]2[CH2:14][CH2:13][CH:12]([NH:15][C:16]([O:18][C:19]([CH3:22])([CH3:21])[CH3:20])=[O:17])[CH2:11]2)[CH:7]=[N:6][C:5]=1[O:23][C:24]1[CH:29]=[CH:28][C:27]([O:30][C:31]2[CH:36]=[CH:35][CH:34]=[C:33]([F:37])[CH:32]=2)=[CH:26][CH:25]=1.[NH3:39].